From a dataset of Peptide-MHC class I binding affinity with 185,985 pairs from IEDB/IMGT. Regression. Given a peptide amino acid sequence and an MHC pseudo amino acid sequence, predict their binding affinity value. This is MHC class I binding data. (1) The peptide sequence is TEEAKQIV. The MHC is Mamu-A11 with pseudo-sequence Mamu-A11. The binding affinity (normalized) is 0. (2) The peptide sequence is KSWPINEGI. The MHC is HLA-A32:01 with pseudo-sequence HLA-A32:01. The binding affinity (normalized) is 0.522. (3) The peptide sequence is VFGTAYGVLF. The MHC is HLA-A24:02 with pseudo-sequence HLA-A24:02. The binding affinity (normalized) is 0.602. (4) The binding affinity (normalized) is 0. The MHC is HLA-B44:02 with pseudo-sequence HLA-B44:02. The peptide sequence is KTKDYVNGL. (5) The peptide sequence is GSHLVEALYLV. The MHC is HLA-A02:01 with pseudo-sequence HLA-A02:01. The binding affinity (normalized) is 0.240. (6) The peptide sequence is SIAMLKSKNI. The MHC is HLA-A02:01 with pseudo-sequence HLA-A02:01. The binding affinity (normalized) is 0.118. (7) The MHC is HLA-A68:01 with pseudo-sequence HLA-A68:01. The binding affinity (normalized) is 0.219. The peptide sequence is AVNTPVSMTY. (8) The peptide sequence is ATFEAVLAK. The MHC is HLA-A26:02 with pseudo-sequence HLA-A26:02. The binding affinity (normalized) is 0.0847. (9) The peptide sequence is YIYNHLTPL. The MHC is HLA-A02:06 with pseudo-sequence HLA-A02:06. The binding affinity (normalized) is 0.698.